Task: Predict the product of the given reaction.. Dataset: Forward reaction prediction with 1.9M reactions from USPTO patents (1976-2016) (1) Given the reactants [CH2:1]([N:8]1[C:12]2[CH:13]=[C:14]([F:18])[C:15]([F:17])=[CH:16][C:11]=2[N:10]=[C:9]1[C:19]1[CH:24]=[CH:23][C:22]([Cl:25])=[CH:21][C:20]=1[OH:26])[C:2]1[CH:7]=[CH:6][CH:5]=[CH:4][CH:3]=1.[CH3:27][O:28][C:29](=[O:40])[CH2:30][O:31][C:32]1[CH:37]=[CH:36][C:35]([CH2:38]Br)=[CH:34][CH:33]=1, predict the reaction product. The product is: [CH3:27][O:28][C:29](=[O:40])[CH2:30][O:31][C:32]1[CH:37]=[CH:36][C:35]([CH2:38][O:26][C:20]2[CH:21]=[C:22]([Cl:25])[CH:23]=[CH:24][C:19]=2[C:9]2[N:8]([CH2:1][C:2]3[CH:7]=[CH:6][CH:5]=[CH:4][CH:3]=3)[C:12]3[CH:13]=[C:14]([F:18])[C:15]([F:17])=[CH:16][C:11]=3[N:10]=2)=[CH:34][CH:33]=1. (2) The product is: [CH3:25][O:26][C:1]1([C:4]2[CH:24]=[CH:23][C:7]([CH2:8][NH:9][CH2:10][CH2:11][C:12]3[CH:17]=[CH:16][CH:15]=[C:14]([C:19]([F:22])([F:21])[F:20])[CH:13]=3)=[CH:6][CH:5]=2)[CH2:3][CH2:2]1. Given the reactants [CH:1]1([C:4]2[CH:24]=[CH:23][C:7]([CH2:8][NH:9][CH2:10][CH2:11][C:12]3[CH:17]=[CH:16][C:15](F)=[C:14]([C:19]([F:22])([F:21])[F:20])[CH:13]=3)=[CH:6][CH:5]=2)[CH2:3][CH2:2]1.[CH3:25][O:26]C1(C2C=CC(C=O)=CC=2)CC1.FC(F)(F)C1C=C(CCN)C=CC=1.[BH4-].[Na+], predict the reaction product. (3) Given the reactants [F:1][C:2]([F:21])([F:20])[C:3]([CH2:7][C:8]1([C:11]2[CH:16]=[C:15]([F:17])[CH:14]=[CH:13][C:12]=2[O:18][CH3:19])[CH2:10][CH2:9]1)([OH:6])CO.I([O-])(=O)(=O)=O.[Na+], predict the reaction product. The product is: [F:21][C:2]([F:1])([F:20])[C:3](=[O:6])[CH2:7][C:8]1([C:11]2[CH:16]=[C:15]([F:17])[CH:14]=[CH:13][C:12]=2[O:18][CH3:19])[CH2:9][CH2:10]1.